This data is from Forward reaction prediction with 1.9M reactions from USPTO patents (1976-2016). The task is: Predict the product of the given reaction. (1) The product is: [OH:4][CH2:5][CH2:6][CH2:7][O:8][C:9]1[CH:10]=[C:11]2[C:16](=[CH:17][C:18]=1[O:19][CH3:20])[C:15]([C:21](=[O:34])[C:22]1[CH:27]=[CH:26][CH:25]=[C:24]([O:28][CH2:29][CH3:30])[CH:23]=1)=[N:14][CH:13]=[C:12]2[CH:31]=[O:32]. Given the reactants C([O:4][CH2:5][CH2:6][CH2:7][O:8][C:9]1[CH:10]=[C:11]2[C:16](=[CH:17][C:18]=1[O:19][CH3:20])[C:15]([CH2:21][C:22]1[CH:27]=[CH:26][CH:25]=[C:24]([O:28][CH2:29][CH3:30])[CH:23]=1)=[N:14][CH:13]=[C:12]2[CH:31]=[O:32])(=O)C.[Se](=O)=[O:34], predict the reaction product. (2) Given the reactants Br[C:2]1[CH:7]=[CH:6][C:5]([F:8])=[CH:4][N:3]=1.[CH2:9]([O:11]C([Sn](CCCC)(CCCC)CCCC)=C)[CH3:10].Cl.C([O-])(O)=O.[Na+], predict the reaction product. The product is: [F:8][C:5]1[CH:6]=[CH:7][C:2]([C:9](=[O:11])[CH3:10])=[N:3][CH:4]=1.